Dataset: Forward reaction prediction with 1.9M reactions from USPTO patents (1976-2016). Task: Predict the product of the given reaction. (1) Given the reactants [CH3:1][C@@H:2]1[CH2:6][C:5]2[CH:7]=[C:8]([CH3:14])[CH:9]=[C:10]([N+:11]([O-:13])=[O:12])[C:4]=2[O:3]1.C[C@H]1CC2C=C(C)C=CC=2O1, predict the reaction product. The product is: [CH3:1][C@H:2]1[CH2:6][C:5]2[CH:7]=[C:8]([CH3:14])[CH:9]=[C:10]([N+:11]([O-:13])=[O:12])[C:4]=2[O:3]1. (2) Given the reactants Cl.[O:2]1[CH2:7][CH2:6][N:5]([CH:8]2[CH2:13][CH2:12][N:11]([CH2:14][C:15]([OH:17])=O)[CH2:10][CH2:9]2)[CH2:4][CH2:3]1.[NH2:18][C@@H:19]([CH2:37][O:38][CH2:39][C:40]1[CH:45]=[CH:44][CH:43]=[CH:42][CH:41]=1)[C:20]([NH:22][C:23]1[CH:28]=[CH:27][C:26]([O:29][C:30]2[CH:35]=[CH:34][C:33]([F:36])=[CH:32][CH:31]=2)=[CH:25][CH:24]=1)=[O:21], predict the reaction product. The product is: [CH2:39]([O:38][CH2:37][C@H:19]([NH:18][C:15](=[O:17])[CH2:14][N:11]1[CH2:10][CH2:9][CH:8]([N:5]2[CH2:4][CH2:3][O:2][CH2:7][CH2:6]2)[CH2:13][CH2:12]1)[C:20]([NH:22][C:23]1[CH:28]=[CH:27][C:26]([O:29][C:30]2[CH:35]=[CH:34][C:33]([F:36])=[CH:32][CH:31]=2)=[CH:25][CH:24]=1)=[O:21])[C:40]1[CH:45]=[CH:44][CH:43]=[CH:42][CH:41]=1.